Dataset: Full USPTO retrosynthesis dataset with 1.9M reactions from patents (1976-2016). Task: Predict the reactants needed to synthesize the given product. (1) Given the product [Cl:20][C:21]1[CH:22]=[C:23]2[C:27](=[CH:28][CH:29]=1)[NH:26][CH:25]=[C:24]2[CH2:30][CH2:31][NH:32][C:12]([C:9]1[N:8]=[C:7]([CH2:6][C:5]2[CH:4]=[CH:3][C:2]([Cl:1])=[CH:18][CH:17]=2)[O:11][N:10]=1)=[O:14], predict the reactants needed to synthesize it. The reactants are: [Cl:1][C:2]1[CH:18]=[CH:17][C:5]([CH2:6][C:7]2[O:11][N:10]=[C:9]([C:12]([O:14]CC)=O)[N:8]=2)=[CH:4][CH:3]=1.Cl.[Cl:20][C:21]1[CH:22]=[C:23]2[C:27](=[CH:28][CH:29]=1)[NH:26][CH:25]=[C:24]2[CH2:30][CH2:31][NH2:32].CN(C(ON1N=NC2C=CC=NC1=2)=[N+](C)C)C.F[P-](F)(F)(F)(F)F.C(N(CC)C(C)C)(C)C. (2) Given the product [CH3:30][N:29]([CH3:31])[CH:26]1[CH2:27][CH2:28][N:24]([C:21]2[CH:22]=[CH:23][C:18]([NH:17][C:14]([CH:11]3[CH2:10][CH2:9][NH:8][CH2:13][CH2:12]3)=[O:16])=[CH:19][CH:20]=2)[CH2:25]1, predict the reactants needed to synthesize it. The reactants are: C(OC([N:8]1[CH2:13][CH2:12][CH:11]([C:14]([OH:16])=O)[CH2:10][CH2:9]1)=O)(C)(C)C.[NH2:17][C:18]1[CH:23]=[CH:22][C:21]([N:24]2[CH2:28][CH2:27][CH:26]([N:29]([CH3:31])[CH3:30])[CH2:25]2)=[CH:20][CH:19]=1.